This data is from Forward reaction prediction with 1.9M reactions from USPTO patents (1976-2016). The task is: Predict the product of the given reaction. (1) Given the reactants [CH2:1]([O:3][C:4](=[O:14])[CH2:5][C:6]1[CH:11]=[CH:10][C:9]([NH2:12])=[C:8]([Cl:13])[CH:7]=1)[CH3:2].Cl[C:16](Cl)([O:18]C(=O)OC(Cl)(Cl)Cl)Cl.CCN(CC)CC, predict the reaction product. The product is: [CH2:1]([O:3][C:4](=[O:14])[CH2:5][C:6]1[CH:11]=[CH:10][C:9]([N:12]=[C:16]=[O:18])=[C:8]([Cl:13])[CH:7]=1)[CH3:2]. (2) Given the reactants [C:1]([N:4]1[C:13]2[C:8](=[CH:9][CH:10]=[C:11]([O:14][CH3:15])[CH:12]=2)[C@H:7]([NH:16]C(=O)OCC2C=CC=CC=2)[C@@H:6]([CH3:27])[C@@H:5]1[CH:28]1[CH2:30][CH2:29]1)(=[O:3])[CH3:2].[H][H], predict the reaction product. The product is: [NH2:16][C@H:7]1[C:8]2[C:13](=[CH:12][C:11]([O:14][CH3:15])=[CH:10][CH:9]=2)[N:4]([C:1](=[O:3])[CH3:2])[C@@H:5]([CH:28]2[CH2:30][CH2:29]2)[C@@H:6]1[CH3:27].